From a dataset of Full USPTO retrosynthesis dataset with 1.9M reactions from patents (1976-2016). Predict the reactants needed to synthesize the given product. (1) Given the product [F:21][C:18]1[CH:17]=[CH:16][C:10]2[N:11]([CH:25]=[C:26]([C:27]([O:29][CH2:30][CH3:31])=[O:28])[C:32]([O:34][CH2:35][CH3:36])=[O:33])[C@@H:12]([CH3:15])[CH2:13][O:14][C:9]=2[C:19]=1[F:20], predict the reactants needed to synthesize it. The reactants are: [OH-].[K+].S([O-])(O)(=O)=O.F[C:9]1[C:19]([F:20])=[C:18]([F:21])[CH:17]=[CH:16][C:10]=1[NH:11][C@@H:12]([CH3:15])[CH2:13][OH:14].C(O[CH:25]=[C:26]([C:32]([O:34][CH2:35][CH3:36])=[O:33])[C:27]([O:29][CH2:30][CH3:31])=[O:28])C. (2) The reactants are: C([N-]C(C)C)(C)C.[Li+].[Br:9][C:10]1[C:14]([CH3:15])=[CH:13][S:12][CH:11]=1.[C:16]([O:20][C:21]([N:23]1[CH2:28][CH2:27][CH:26]([C:29](=[O:34])N(OC)C)[CH2:25][CH2:24]1)=[O:22])([CH3:19])([CH3:18])[CH3:17]. Given the product [C:16]([O:20][C:21]([N:23]1[CH2:28][CH2:27][CH:26]([C:29]([C:11]2[S:12][CH:13]=[C:14]([CH3:15])[C:10]=2[Br:9])=[O:34])[CH2:25][CH2:24]1)=[O:22])([CH3:19])([CH3:18])[CH3:17], predict the reactants needed to synthesize it. (3) Given the product [CH3:38][O:39][C:40]1[N:45]=[CH:44][C:43]([C:9]2[CH:18]=[CH:17][C:16]3[N:15]=[CH:14][C:13]4[CH2:19][N:20]([CH3:37])[C:21](=[O:36])[N:22]([CH:23]5[CH2:28][CH2:27][N:26]([C:29]([O:31][C:32]([CH3:35])([CH3:34])[CH3:33])=[O:30])[CH2:25][CH2:24]5)[C:12]=4[C:11]=3[N:10]=2)=[CH:42][CH:41]=1, predict the reactants needed to synthesize it. The reactants are: C1(C)C=CC=CC=1.Cl[C:9]1[CH:18]=[CH:17][C:16]2[N:15]=[CH:14][C:13]3[CH2:19][N:20]([CH3:37])[C:21](=[O:36])[N:22]([CH:23]4[CH2:28][CH2:27][N:26]([C:29]([O:31][C:32]([CH3:35])([CH3:34])[CH3:33])=[O:30])[CH2:25][CH2:24]4)[C:12]=3[C:11]=2[N:10]=1.[CH3:38][O:39][C:40]1[N:45]=[CH:44][C:43](B(O)O)=[CH:42][CH:41]=1.C(=O)([O-])[O-].[Na+].[Na+]. (4) Given the product [CH2:1]([O:8][C:9]1[CH:16]=[CH:15][C:12](/[CH:13]=[CH:20]/[C:21]([OH:23])=[O:22])=[CH:11][C:10]=1[O:17][CH3:18])[C:2]1[CH:7]=[CH:6][CH:5]=[CH:4][CH:3]=1, predict the reactants needed to synthesize it. The reactants are: [CH2:1]([O:8][C:9]1[CH:16]=[CH:15][C:12]([CH:13]=O)=[CH:11][C:10]=1[O:17][CH3:18])[C:2]1[CH:7]=[CH:6][CH:5]=[CH:4][CH:3]=1.C(O)(=O)[CH2:20][C:21]([OH:23])=[O:22].N1CCCCC1.Cl. (5) Given the product [C:2]1([SH:16])[C:15]2[C:6](=[CH:7][C:8]3[C:13]([CH:14]=2)=[CH:12][CH:11]=[CH:10][CH:9]=3)[CH:5]=[CH:4][CH:3]=1, predict the reactants needed to synthesize it. The reactants are: [Na].[C:2]1([S:16](O)(=O)=O)[C:15]2[C:6](=[CH:7][C:8]3[C:13]([CH:14]=2)=[CH:12][CH:11]=[CH:10][CH:9]=3)[CH:5]=[CH:4][CH:3]=1.P(Cl)(Cl)Cl.P(Cl)(Cl)(Cl)(Cl)Cl.C1(S(Cl)(=O)=O)C2C(=CC3C(C=2)=CC=CC=3)C=CC=1.[H-].[Al+3].[Li+].[H-].[H-].[H-].Cl.